From a dataset of Reaction yield outcomes from USPTO patents with 853,638 reactions. Predict the reaction yield, written as a fraction of the theoretical maximum amount of product (1.0 means a 100% yield; for example, 0.34 means a 34% yield). (1) The reactants are [CH:1]1([N:4]2[C:13]3[C:8](=[CH:9][C:10]([F:15])=[C:11]([F:14])[CH:12]=3)[C:7](=[O:16])[C:6]([C:17]#N)=[CH:5]2)[CH2:3][CH2:2]1.O.[PH2](=O)[O-:21].[Na+]. The catalyst is C(O)(=O)C.O.N1C=CC=CC=1.[Ni]. The product is [CH:1]1([N:4]2[C:13]3[C:8](=[CH:9][C:10]([F:15])=[C:11]([F:14])[CH:12]=3)[C:7](=[O:16])[C:6]([CH:17]=[O:21])=[CH:5]2)[CH2:3][CH2:2]1. The yield is 0.640. (2) The reactants are [NH2:1][C:2]1[CH:3]=[C:4]([C:8]2[C:12]([Br:13])=[CH:11][N:10]([CH3:14])[N:9]=2)[CH:5]=[CH:6][CH:7]=1.[CH3:15][O:16][C:17]1[CH:22]=[CH:21][CH:20]=[CH:19][C:18]=1[CH2:23][C:24](O)=[O:25].O.ON1C2C=CC=CC=2N=N1.F[P-](F)(F)(F)(F)F.N1(OC(N(C)C)=[N+](C)C)C2C=CC=CC=2N=N1.C(N(CC)C(C)C)(C)C. The catalyst is C(Cl)(Cl)Cl.[Cl-].[Na+].O. The product is [Br:13][C:12]1[C:8]([C:4]2[CH:3]=[C:2]([NH:1][C:24](=[O:25])[CH2:23][C:18]3[CH:19]=[CH:20][CH:21]=[CH:22][C:17]=3[O:16][CH3:15])[CH:7]=[CH:6][CH:5]=2)=[N:9][N:10]([CH3:14])[CH:11]=1. The yield is 0.380. (3) The reactants are [F:1][C:2]1[C:3]([CH2:8][C:9]([O:11]CC)=[O:10])=[N:4][CH:5]=[CH:6][CH:7]=1.[OH-].[Na+:15]. The catalyst is C1COCC1. The product is [F:1][C:2]1[C:3]([CH2:8][C:9]([O-:11])=[O:10])=[N:4][CH:5]=[CH:6][CH:7]=1.[Na+:15]. The yield is 1.00. (4) The reactants are [Cl:1][C:2]1[CH:7]=[CH:6][C:5]([C:8]2[O:9][C:10]3[C:15]([C:16](=[O:18])[CH:17]=2)=[C:14]([OH:19])[CH:13]=[C:12]([O:20][CH2:21][O:22][CH3:23])[CH:11]=3)=[CH:4][CH:3]=1.[OH-].C([N+](CCCC)(CCCC)CCCC)CCC.[CH2:42](Br)[CH:43]=[C:44]([CH3:46])[CH3:45]. The catalyst is C(Cl)Cl.C1(C)C=CC=CC=1.O. The product is [CH3:45][C:44]([CH3:46])=[CH:43][CH2:42][O:19][C:14]1[CH:13]=[C:12]([O:20][CH2:21][O:22][CH3:23])[CH:11]=[C:10]2[C:15]=1[C:16](=[O:18])[CH:17]=[C:8]([C:5]1[CH:4]=[CH:3][C:2]([Cl:1])=[CH:7][CH:6]=1)[O:9]2. The yield is 0.670. (5) The reactants are [C:1]([O:5][C:6]([N:8]1[CH2:13][CH2:12][CH2:11][CH:10]([CH2:14]OS(C)(=O)=O)[CH2:9]1)=[O:7])([CH3:4])([CH3:3])[CH3:2].[N-:20]=[N+:21]=[N-:22].[Na+]. The product is [C:1]([O:5][C:6]([N:8]1[CH2:13][CH2:12][CH2:11][CH:10]([CH2:14][N:20]=[N+:21]=[N-:22])[CH2:9]1)=[O:7])([CH3:4])([CH3:3])[CH3:2]. The catalyst is CN(C)C=O. The yield is 0.980. (6) The reactants are I([O-])(=O)(=O)=O.[Na+].Cl.[CH:8]1([C:11]2[C:12]([N:31]([C:36]3[CH:41]=[CH:40][CH:39]=[C:38]([CH2:42][CH2:43][B:44]4[O:48]C(C)(C)C(C)(C)[O:45]4)[CH:37]=3)[S:32]([CH3:35])(=[O:34])=[O:33])=[CH:13][C:14]3[O:18][C:17]([C:19]4[CH:24]=[CH:23][C:22]([F:25])=[CH:21][CH:20]=4)=[C:16]([C:26]([NH:28][CH3:29])=[O:27])[C:15]=3[CH:30]=2)[CH2:10][CH2:9]1. The yield is 0.340. The catalyst is C1COCC1.CCOC(C)=O. The product is [CH:8]1([C:11]2[C:12]([N:31]([C:36]3[CH:37]=[C:38]([CH:39]=[CH:40][CH:41]=3)[CH2:42][CH2:43][B:44]([OH:48])[OH:45])[S:32]([CH3:35])(=[O:33])=[O:34])=[CH:13][C:14]3[O:18][C:17]([C:19]4[CH:20]=[CH:21][C:22]([F:25])=[CH:23][CH:24]=4)=[C:16]([C:26](=[O:27])[NH:28][CH3:29])[C:15]=3[CH:30]=2)[CH2:10][CH2:9]1. (7) The reactants are [CH3:1][N:2]1[CH:6]=[CH:5][CH:4]=[C:3]1[C:7]#[N:8].B(OC(C)C)(OC(C)C)OC(C)C.C([N-]C(C)C)(C)C.[Li+].C(=O)([O-])[O-].[K+].[K+].Br[C:37]1[CH:38]=[C:39]2[C:43](=[CH:44][CH:45]=1)[NH:42][C:41](=[O:46])[C:40]12[CH2:49][CH2:48][CH2:47]1. The catalyst is C1COCC1.O. The product is [CH3:1][N:2]1[C:6]([C:37]2[CH:38]=[C:39]3[C:43](=[CH:44][CH:45]=2)[NH:42][C:41](=[O:46])[C:40]23[CH2:49][CH2:48][CH2:47]2)=[CH:5][CH:4]=[C:3]1[C:7]#[N:8]. The yield is 0.0620.